This data is from Reaction yield outcomes from USPTO patents with 853,638 reactions. The task is: Predict the reaction yield, written as a fraction of the theoretical maximum amount of product (1.0 means a 100% yield; for example, 0.34 means a 34% yield). The reactants are [C:1]([C:4]1[C:22](=[O:23])[C@@:8]2([CH3:24])[C:9]3[C:15]([OH:16])=[CH:14][C:13]([O:17][CH3:18])=[C:12]([C:19]([NH2:21])=[O:20])[C:10]=3[O:11][C:7]2=[CH:6][C:5]=1[OH:25])(=[O:3])[CH3:2].[CH3:26][C:27]1[CH:36]=[CH:35][C:34]2[C:29](=[CH:30][CH:31]=[C:32]([Cl:37])[CH:33]=2)[C:28]=1[CH:38]=O.C([SiH](CC)CC)C.FC(F)(F)C(O)=O. The catalyst is C(#N)C. The product is [C:1]([C:4]1[C:22](=[O:23])[C@@:8]2([CH3:24])[C:9]3[C:15]([OH:16])=[CH:14][C:13]([O:17][CH3:18])=[C:12]([C:19]([NH:21][CH2:38][C:28]4[C:29]5[C:34](=[CH:33][C:32]([Cl:37])=[CH:31][CH:30]=5)[CH:35]=[CH:36][C:27]=4[CH3:26])=[O:20])[C:10]=3[O:11][C:7]2=[CH:6][C:5]=1[OH:25])(=[O:3])[CH3:2]. The yield is 0.610.